Dataset: Catalyst prediction with 721,799 reactions and 888 catalyst types from USPTO. Task: Predict which catalyst facilitates the given reaction. Reactant: C(OC(=O)[NH:7][C@H:8]([C:10]1[N:11]([CH:27]2[CH2:29][CH2:28]2)[C:12](=[O:26])[C:13]2[C:18]([CH:19]=1)=[CH:17][CH:16]=[CH:15][C:14]=2[C:20]1[CH:21]=[N:22][N:23]([CH3:25])[CH:24]=1)[CH3:9])(C)(C)C.Cl. Product: [NH2:7][C@H:8]([C:10]1[N:11]([CH:27]2[CH2:29][CH2:28]2)[C:12](=[O:26])[C:13]2[C:18]([CH:19]=1)=[CH:17][CH:16]=[CH:15][C:14]=2[C:20]1[CH:21]=[N:22][N:23]([CH3:25])[CH:24]=1)[CH3:9]. The catalyst class is: 317.